The task is: Predict which catalyst facilitates the given reaction.. This data is from Catalyst prediction with 721,799 reactions and 888 catalyst types from USPTO. (1) Reactant: C(OC(=O)[NH:7][CH2:8][CH2:9][CH2:10][CH2:11][N:12]1[C:24]2[C:23]3[CH:22]=[CH:21][CH:20]=[CH:19][C:18]=3[N:17]=[CH:16][C:15]=2[N:14]=[C:13]1[CH2:25][CH3:26])(C)(C)C. Product: [CH2:25]([C:13]1[N:12]([CH2:11][CH2:10][CH2:9][CH2:8][NH2:7])[C:24]2[C:23]3[CH:22]=[CH:21][CH:20]=[CH:19][C:18]=3[N:17]=[CH:16][C:15]=2[N:14]=1)[CH3:26]. The catalyst class is: 55. (2) Reactant: [F:1][CH:2]([F:29])[C:3]([N:5]1[C@H:9]([CH2:10][F:11])[C@@H:8]([C:12]2[CH:17]=[CH:16][C:15](B3OC(C)(C)C(C)(C)O3)=[CH:14][CH:13]=2)[O:7][C:6]1([CH3:28])[CH3:27])=[O:4].[C:30]([O:34][C:35](=[O:45])[NH:36][CH2:37][C:38]1[N:43]=[CH:42][C:41](Cl)=[CH:40][N:39]=1)([CH3:33])([CH3:32])[CH3:31].C([O-])([O-])=O.[K+].[K+].C(Cl)Cl. Product: [C:30]([O:34][C:35](=[O:45])[NH:36][CH2:37][C:38]1[N:43]=[CH:42][C:41]([C:15]2[CH:16]=[CH:17][C:12]([C@H:8]3[O:7][C:6]([CH3:27])([CH3:28])[N:5]([C:3](=[O:4])[CH:2]([F:29])[F:1])[C@@H:9]3[CH2:10][F:11])=[CH:13][CH:14]=2)=[CH:40][N:39]=1)([CH3:33])([CH3:31])[CH3:32]. The catalyst class is: 252. (3) Reactant: [F:1][C:2]1[CH:3]=[N:4][C:5]([O:17][C:18]2[CH:23]=[CH:22][CH:21]=[C:20]([S:24][CH3:25])[CH:19]=2)=[C:6]([CH:16]=1)[C:7]([NH:9][CH:10]1[CH2:15][CH2:14][NH:13][CH2:12][CH2:11]1)=[O:8].C(N(CC)CC)C.[C:33](Cl)(=[O:35])[CH3:34]. Product: [NH3:4].[C:33]([N:13]1[CH2:12][CH2:11][CH:10]([NH:9][C:7](=[O:8])[C:6]2[CH:16]=[C:2]([F:1])[CH:3]=[N:4][C:5]=2[O:17][C:18]2[CH:23]=[CH:22][CH:21]=[C:20]([S:24][CH3:25])[CH:19]=2)[CH2:15][CH2:14]1)(=[O:35])[CH3:34]. The catalyst class is: 4.